From a dataset of Forward reaction prediction with 1.9M reactions from USPTO patents (1976-2016). Predict the product of the given reaction. (1) The product is: [F:34][C:31]([F:32])([F:33])[C:30]([N:3]=[S:4]([C:7]1[CH:8]=[CH:9][C:10]([CH2:11][N:12]2[C:20](=[O:21])[C:19]3[C:14](=[CH:15][CH:16]=[CH:17][CH:18]=3)[C:13]2=[O:22])=[CH:23][CH:24]=1)([CH3:6])=[O:5])=[O:35]. Given the reactants C([N:3]=[S:4]([C:7]1[CH:24]=[CH:23][C:10]([CH2:11][N:12]2[C:20](=[O:21])[C:19]3[C:14](=[CH:15][CH:16]=[CH:17][CH:18]=3)[C:13]2=[O:22])=[CH:9][CH:8]=1)([CH3:6])=[O:5])#N.[F:32][C:31]([F:34])([F:33])[C:30](O[C:30](=[O:35])[C:31]([F:34])([F:33])[F:32])=[O:35].O, predict the reaction product. (2) Given the reactants C([O:8][C:9]1[CH:10]=[C:11]2[C:16](=[CH:17][C:18]=1[O:19][CH3:20])[N:15]=[CH:14][N:13]=[C:12]2[NH:21][C:22]1[CH:27]=[CH:26][C:25]([F:28])=[C:24]([Cl:29])[CH:23]=1)C1C=CC=CC=1.C1(OC)C=CC=CC=1, predict the reaction product. The product is: [Cl:29][C:24]1[CH:23]=[C:22]([NH:21][C:12]2[C:11]3[C:16](=[CH:17][C:18]([O:19][CH3:20])=[C:9]([OH:8])[CH:10]=3)[N:15]=[CH:14][N:13]=2)[CH:27]=[CH:26][C:25]=1[F:28]. (3) Given the reactants [N:1]1([S:6]([C:9]2[CH:16]=[CH:15][CH:14]=[CH:13][C:10]=2[CH:11]=O)(=[O:8])=[O:7])[CH2:5][CH2:4][CH2:3][CH2:2]1.[OH-].[K+].[CH3:19][C:20]1[NH:24][C:23]2[S:25][CH:26]=[CH:27][C:22]=2[CH:21]=1.CC(O)C, predict the reaction product. The product is: [CH3:19][C:20]1[NH:24][C:23]2[S:25][CH:26]=[CH:27][C:22]=2[C:21]=1[CH2:11][C:10]1[CH:13]=[CH:14][CH:15]=[CH:16][C:9]=1[S:6]([N:1]1[CH2:5][CH2:4][CH2:3][CH2:2]1)(=[O:8])=[O:7]. (4) Given the reactants [CH3:1][O:2][C:3]1[CH:4]=[C:5]2[C:10](=[CH:11][C:12]=1[O:13][CH3:14])[N:9]=[C:8](O)[N:7]=[CH:6]2.P(Cl)(Cl)([Cl:18])=O, predict the reaction product. The product is: [Cl:18][C:8]1[N:7]=[CH:6][C:5]2[C:10](=[CH:11][C:12]([O:13][CH3:14])=[C:3]([O:2][CH3:1])[CH:4]=2)[N:9]=1. (5) Given the reactants [Cl-].O[NH3+:3].[C:4](=[O:7])([O-])[OH:5].[Na+].[OH:9][C:10]([CH:13]1[CH2:18][CH2:17][CH:16]([N:19]2[C:24](=[O:25])[C:23]([CH2:26][C:27]3[CH:32]=[CH:31][C:30]([C:33]4[C:34]([C:39]#[N:40])=[CH:35][CH:36]=[CH:37][CH:38]=4)=[CH:29][CH:28]=3)=[C:22]([CH2:41][CH2:42][CH3:43])[N:21]3[N:44]=[CH:45][N:46]=[C:20]23)[CH2:15][CH2:14]1)([CH3:12])[CH3:11], predict the reaction product. The product is: [OH:9][C:10]([CH:13]1[CH2:18][CH2:17][CH:16]([N:19]2[C:24](=[O:25])[C:23]([CH2:26][C:27]3[CH:32]=[CH:31][C:30]([C:33]4[CH:38]=[CH:37][CH:36]=[CH:35][C:34]=4[C:39]4[NH:3][C:4](=[O:7])[O:5][N:40]=4)=[CH:29][CH:28]=3)=[C:22]([CH2:41][CH2:42][CH3:43])[N:21]3[N:44]=[CH:45][N:46]=[C:20]23)[CH2:15][CH2:14]1)([CH3:12])[CH3:11]. (6) Given the reactants [Br:1][C:2]1[C:3]([S:11][C:12]2[NH:20][C:19]3[C:14](=[N:15][CH:16]=[N:17][C:18]=3[NH2:21])[N:13]=2)=[CH:4][C:5]2[O:9][CH2:8][O:7][C:6]=2[CH:10]=1.C1C=CC(P(C2C=CC=CC=2)C2C=CC=CC=2)=CC=1.[Br:41][CH2:42][CH2:43][CH2:44]O.C1C=CC(COC(/N=N/C(OCC2C=CC=CC=2)=O)=O)=CC=1, predict the reaction product. The product is: [Br:1][C:2]1[C:3]([S:11][C:12]2[N:13]([CH2:44][CH2:43][CH2:42][Br:41])[C:14]3[C:19]([N:20]=2)=[C:18]([NH2:21])[N:17]=[CH:16][N:15]=3)=[CH:4][C:5]2[O:9][CH2:8][O:7][C:6]=2[CH:10]=1.